Dataset: Forward reaction prediction with 1.9M reactions from USPTO patents (1976-2016). Task: Predict the product of the given reaction. The product is: [C:1]([C:5]1[CH:14]=[CH:13][C:12]([NH2:15])=[CH:11][C:6]=1[CH2:7][OH:8])([CH3:4])([CH3:2])[CH3:3]. Given the reactants [C:1]([C:5]1[CH:14]=[CH:13][C:12]([NH2:15])=[CH:11][C:6]=1[C:7](OC)=[O:8])([CH3:4])([CH3:3])[CH3:2].[H-].[H-].[H-].[H-].[Li+].[Al+3], predict the reaction product.